Dataset: Reaction yield outcomes from USPTO patents with 853,638 reactions. Task: Predict the reaction yield, written as a fraction of the theoretical maximum amount of product (1.0 means a 100% yield; for example, 0.34 means a 34% yield). (1) The reactants are [NH2:1][C:2]1[C:7]([N+:8]([O-])=O)=[C:6]([N:11]2[CH2:16][CH2:15][N:14]([CH2:17][C:18]([NH:20][C:21]3[S:22][CH:23]=[CH:24][N:25]=3)=[O:19])[CH2:13][CH2:12]2)[C:5]([Br:26])=[CH:4][N:3]=1.[CH:27]([C:29]1[CH:43]=[CH:42][C:32]([CH2:33][NH:34][C:35](=[O:41])[O:36][C:37]([CH3:40])([CH3:39])[CH3:38])=[CH:31][CH:30]=1)=O.[O-]S(S([O-])=O)=O.[Na+].[Na+]. The catalyst is C(O)C. The product is [C:37]([O:36][C:35](=[O:41])[NH:34][CH2:33][C:32]1[CH:31]=[CH:30][C:29]([C:27]2[NH:1][C:2]3=[N:3][CH:4]=[C:5]([Br:26])[C:6]([N:11]4[CH2:16][CH2:15][N:14]([CH2:17][C:18](=[O:19])[NH:20][C:21]5[S:22][CH:23]=[CH:24][N:25]=5)[CH2:13][CH2:12]4)=[C:7]3[N:8]=2)=[CH:43][CH:42]=1)([CH3:40])([CH3:39])[CH3:38]. The yield is 0.340. (2) The reactants are CCN(C(C)C)C(C)C.FC(F)(F)S(O[C:16]1[CH:17]=[CH:18][C:19]2[O:23][C:22]([C:24]3[CH:29]=[CH:28][C:27]([F:30])=[CH:26][CH:25]=3)=[C:21]([C:31](=[O:34])[NH:32][CH3:33])[C:20]=2[CH:35]=1)(=O)=O.[CH3:38][C:39]1[O:43][C:42]([C:44]2[CH:45]=[C:46](B(O)O)[CH:47]=[CH:48][CH:49]=2)=[N:41][N:40]=1.O1CCOCC1. The catalyst is C1C=CC([P]([Pd]([P](C2C=CC=CC=2)(C2C=CC=CC=2)C2C=CC=CC=2)([P](C2C=CC=CC=2)(C2C=CC=CC=2)C2C=CC=CC=2)[P](C2C=CC=CC=2)(C2C=CC=CC=2)C2C=CC=CC=2)(C2C=CC=CC=2)C2C=CC=CC=2)=CC=1.O. The product is [F:30][C:27]1[CH:26]=[CH:25][C:24]([C:22]2[O:23][C:19]3[CH:18]=[CH:17][C:16]([C:46]4[CH:47]=[CH:48][CH:49]=[C:44]([C:42]5[O:43][C:39]([CH3:38])=[N:40][N:41]=5)[CH:45]=4)=[CH:35][C:20]=3[C:21]=2[C:31]([NH:32][CH3:33])=[O:34])=[CH:29][CH:28]=1. The yield is 0.370. (3) The reactants are [CH3:1][C:2]1[C:11]([N:12]([CH3:19])[CH:13]2[CH2:18][CH2:17][O:16][CH2:15][CH2:14]2)=[CH:10][C:9]([CH:20]2[CH2:23][N:22]([CH3:24])[CH2:21]2)=[CH:8][C:3]=1[C:4](OC)=[O:5].[OH-].[Na+].Cl.CCN(C(C)C)C(C)C.CN(C(ON1N=NC2C=CC=NC1=2)=[N+](C)C)C.F[P-](F)(F)(F)(F)F.[NH2:61][CH2:62][C:63]1[C:64](=[O:71])[NH:65][C:66]([CH3:70])=[CH:67][C:68]=1[CH3:69]. The catalyst is C1COCC1.CO. The product is [CH3:69][C:68]1[CH:67]=[C:66]([CH3:70])[NH:65][C:64](=[O:71])[C:63]=1[CH2:62][NH:61][C:4](=[O:5])[C:3]1[CH:8]=[C:9]([CH:20]2[CH2:21][N:22]([CH3:24])[CH2:23]2)[CH:10]=[C:11]([N:12]([CH3:19])[CH:13]2[CH2:14][CH2:15][O:16][CH2:17][CH2:18]2)[C:2]=1[CH3:1]. The yield is 0.100. (4) The reactants are FC(F)(F)C(O)=O.[F:8][C:9]([F:39])([F:38])[O:10][C:11]1[CH:12]=[C:13](/[CH:17]=[CH:18]/[C:19]([N:21]2[CH2:27][CH2:26][C@H:25]3[CH2:28][N:29](C(OC(C)(C)C)=O)[CH2:30][C@H:24]3[CH2:23][CH2:22]2)=[O:20])[CH:14]=[CH:15][CH:16]=1.[OH-].[Na+]. The catalyst is ClCCl. The product is [CH2:30]1[C@H:24]2[CH2:23][CH2:22][N:21]([C:19](=[O:20])/[CH:18]=[CH:17]/[C:13]3[CH:14]=[CH:15][CH:16]=[C:11]([O:10][C:9]([F:8])([F:38])[F:39])[CH:12]=3)[CH2:27][CH2:26][C@H:25]2[CH2:28][NH:29]1. The yield is 0.950. (5) The reactants are [NH2:1][C:2]1[N:7]=[C:6]([N:8]2[C:16]3[C:11](=[CH:12][CH:13]=[C:14]([C:17]#[C:18][C:19]([CH3:31])([CH3:30])[C:20](OCC4C=CC=CC=4)=[O:21])[CH:15]=3)[C@@:10]([CH2:33][OH:34])([CH3:32])[CH2:9]2)[C:5]([Cl:35])=[CH:4][N:3]=1.[BH4-].[Na+]. The catalyst is CCO. The product is [NH2:1][C:2]1[N:7]=[C:6]([N:8]2[C:16]3[C:11](=[CH:12][CH:13]=[C:14]([C:17]#[C:18][C:19]([CH3:30])([CH3:31])[CH2:20][OH:21])[CH:15]=3)[C@@:10]([CH2:33][OH:34])([CH3:32])[CH2:9]2)[C:5]([Cl:35])=[CH:4][N:3]=1. The yield is 0.310. (6) The product is [C:8]([Si:5]([O:12][CH2:13][C:14]1[CH:21]=[CH:20][C:17](/[CH:18]=[CH:2]/[I:4])=[CH:16][CH:15]=1)([CH3:7])[CH3:6])([CH3:11])([CH3:10])[CH3:9]. The yield is 0.600. The reactants are I[CH:2]([I:4])I.[Si:5]([O:12][CH2:13][C:14]1[CH:21]=[CH:20][C:17]([CH:18]=O)=[CH:16][CH:15]=1)([C:8]([CH3:11])([CH3:10])[CH3:9])([CH3:7])[CH3:6].O. The catalyst is C1COCC1.[Cl-].[Cr+3].[Cl-].[Cl-].